This data is from Reaction yield outcomes from USPTO patents with 853,638 reactions. The task is: Predict the reaction yield, written as a fraction of the theoretical maximum amount of product (1.0 means a 100% yield; for example, 0.34 means a 34% yield). The reactants are [CH3:1][O:2][C:3]1[N:8]=[CH:7][C:6]([NH:9][C:10]2[C:17]([C:18]3[N:26]=[C:25]([CH3:27])[N:24]=[C:23]4[C:19]=3[N:20]=[CH:21][N:22]4C3CCCCO3)=[CH:16][C:13]([CH:14]=O)=[CH:12][N:11]=2)=[CH:5][CH:4]=1.[C:34]([NH2:38])([CH3:37])([CH3:36])[CH3:35].[BH4-].[Na+].Cl.C(O)(C(F)(F)F)=O. The catalyst is C(Cl)Cl.C(O)C.CO.C(O[Ti](OC(C)C)(OC(C)C)OC(C)C)(C)C. The product is [C:34]([NH:38][CH2:14][C:13]1[CH:16]=[C:17]([C:18]2[N:26]=[C:25]([CH3:27])[N:24]=[C:23]3[C:19]=2[N:20]=[CH:21][NH:22]3)[C:10]([NH:9][C:6]2[CH:7]=[N:8][C:3]([O:2][CH3:1])=[CH:4][CH:5]=2)=[N:11][CH:12]=1)([CH3:37])([CH3:36])[CH3:35]. The yield is 0.430.